This data is from Catalyst prediction with 721,799 reactions and 888 catalyst types from USPTO. The task is: Predict which catalyst facilitates the given reaction. (1) Reactant: [N:1]1([C:7]([O:9][C:10]([CH3:13])([CH3:12])[CH3:11])=[O:8])[CH2:6][CH2:5][NH:4][CH2:3][CH2:2]1.CCN(C(C)C)C(C)C.[F:23][C:24]([F:37])([F:36])[O:25][C:26]1[CH:31]=[CH:30][C:29]([S:32](Cl)(=[O:34])=[O:33])=[CH:28][CH:27]=1. Product: [F:37][C:24]([F:23])([F:36])[O:25][C:26]1[CH:31]=[CH:30][C:29]([S:32]([N:4]2[CH2:5][CH2:6][N:1]([C:7]([O:9][C:10]([CH3:13])([CH3:12])[CH3:11])=[O:8])[CH2:2][CH2:3]2)(=[O:34])=[O:33])=[CH:28][CH:27]=1. The catalyst class is: 2. (2) Reactant: [NH2:1][CH2:2][CH2:3][CH:4]([C:12]1[CH:16]=[C:15]([N:17]2[CH2:22][CH2:21][O:20][CH2:19][CH2:18]2)[S:14][C:13]=1[C:23]([O:25]CC)=O)[C:5]1[CH:10]=[CH:9][C:8]([Cl:11])=[CH:7][CH:6]=1.C(O)(C(F)(F)F)=O.[O-]CC.[Na+].O. Product: [Cl:11][C:8]1[CH:9]=[CH:10][C:5]([CH:4]2[CH2:3][CH2:2][NH:1][C:23](=[O:25])[C:13]3[S:14][C:15]([N:17]4[CH2:18][CH2:19][O:20][CH2:21][CH2:22]4)=[CH:16][C:12]2=3)=[CH:6][CH:7]=1. The catalyst class is: 653.